Dataset: Full USPTO retrosynthesis dataset with 1.9M reactions from patents (1976-2016). Task: Predict the reactants needed to synthesize the given product. Given the product [NH2:1][C:2]1[CH:7]=[C:6]([C:8]2[CH:9]=[C:10]([NH:14][C:15](=[O:32])[C@@H:16]([NH:24][CH2:45][C:43]3[N:42]=[CH:41][S:40][CH:44]=3)[CH2:17][C:18]3[CH:19]=[CH:20][CH:21]=[CH:22][CH:23]=3)[CH:11]=[CH:12][CH:13]=2)[CH:5]=[CH:4][N:3]=1, predict the reactants needed to synthesize it. The reactants are: [NH2:1][C:2]1[CH:7]=[C:6]([C:8]2[CH:9]=[C:10]([NH:14][C:15](=[O:32])[C@@H:16]([NH:24]C(=O)OC(C)(C)C)[CH2:17][C:18]3[CH:23]=[CH:22][CH:21]=[CH:20][CH:19]=3)[CH:11]=[CH:12][CH:13]=2)[CH:5]=[CH:4][N:3]=1.Cl.O1CCOCC1.[S:40]1[CH:44]=[C:43]([CH:45]=O)[N:42]=[CH:41]1.C(O)(=O)C.C(O[BH-](OC(=O)C)OC(=O)C)(=O)C.[Na+].